This data is from Reaction yield outcomes from USPTO patents with 853,638 reactions. The task is: Predict the reaction yield, written as a fraction of the theoretical maximum amount of product (1.0 means a 100% yield; for example, 0.34 means a 34% yield). The reactants are [NH2:1][CH:2]([CH2:12][NH:13][C:14](=[O:20])[O:15][C:16]([CH3:19])([CH3:18])[CH3:17])[CH2:3][NH:4][C:5](=[O:11])[O:6][C:7]([CH3:10])([CH3:9])[CH3:8].C(N(CC)CC)C.[CH3:28][S:29](Cl)(=[O:31])=[O:30].O. The catalyst is O1CCCC1.C(OCC)(=O)C. The product is [CH3:28][S:29]([NH:1][CH:2]([CH2:12][NH:13][C:14](=[O:20])[O:15][C:16]([CH3:19])([CH3:18])[CH3:17])[CH2:3][NH:4][C:5](=[O:11])[O:6][C:7]([CH3:10])([CH3:9])[CH3:8])(=[O:31])=[O:30]. The yield is 1.00.